Dataset: Catalyst prediction with 721,799 reactions and 888 catalyst types from USPTO. Task: Predict which catalyst facilitates the given reaction. (1) Reactant: Br[CH2:2][C:3]1[C:8]([Cl:9])=[C:7]([Cl:10])[CH:6]=[CH:5][C:4]=1[Cl:11].[NH2:12][C:13]1[N:18]=[C:17]([SH:19])[N:16]=[C:15]([OH:20])[CH:14]=1.C(N(CC)CC)C. Product: [NH2:12][C:13]1[N:18]=[C:17]([S:19][CH2:2][C:3]2[C:4]([Cl:11])=[CH:5][CH:6]=[C:7]([Cl:10])[C:8]=2[Cl:9])[N:16]=[C:15]([OH:20])[CH:14]=1. The catalyst class is: 8. (2) Reactant: [C:1]([O:5][C:6](=[O:18])[NH:7][C:8]1[CH:13]=[CH:12][C:11]([Br:14])=[C:10]([N+:15]([O-:17])=[O:16])[N:9]=1)([CH3:4])([CH3:3])[CH3:2].[H-].[Na+].[CH3:21]I.[NH4+].[Cl-]. Product: [C:1]([O:5][C:6](=[O:18])[N:7]([C:8]1[CH:13]=[CH:12][C:11]([Br:14])=[C:10]([N+:15]([O-:17])=[O:16])[N:9]=1)[CH3:21])([CH3:4])([CH3:2])[CH3:3]. The catalyst class is: 3. (3) Reactant: Br[CH2:2][CH2:3][O:4][C:5]1[CH:37]=[CH:36][C:8]([C:9]([CH:11]2[C:20]3[C:15](=[CH:16][C:17]([O:21][CH2:22][C:23]4[CH:28]=[CH:27][CH:26]=[CH:25][CH:24]=4)=[CH:18][CH:19]=3)[CH2:14][CH2:13][N:12]2[C:29]2[CH:34]=[CH:33][C:32]([F:35])=[CH:31][CH:30]=2)=[O:10])=[CH:7][CH:6]=1.[NH:38]1[CH2:43][CH2:42][CH2:41][CH2:40][CH2:39]1. Product: [F:35][C:32]1[CH:31]=[CH:30][C:29]([N:12]2[CH2:13][CH2:14][C:15]3[C:20](=[CH:19][CH:18]=[C:17]([O:21][CH2:22][C:23]4[CH:24]=[CH:25][CH:26]=[CH:27][CH:28]=4)[CH:16]=3)[CH:11]2[C:9](=[O:10])[C:8]2[CH:36]=[CH:37][C:5]([O:4][CH2:3][CH2:2][CH:39]3[CH2:40][CH2:41][CH2:42][CH2:43][NH:38]3)=[CH:6][CH:7]=2)=[CH:34][CH:33]=1. The catalyst class is: 9. (4) Reactant: [C:1]([C:3]1[CH:8]=[CH:7][C:6]([C:9]2[N:13]3[CH:14]=[C:15]([C:18]4[CH:39]=[CH:38][C:21]([C:22]([N:24]5[CH2:29][CH2:28][CH:27]([NH:30]C(=O)OC(C)(C)C)[CH2:26][CH2:25]5)=[O:23])=[C:20]([F:40])[CH:19]=4)[N:16]=[CH:17][C:12]3=[N:11][CH:10]=2)=[CH:5][CH:4]=1)#[N:2]. Product: [NH2:30][CH:27]1[CH2:26][CH2:25][N:24]([C:22]([C:21]2[CH:38]=[CH:39][C:18]([C:15]3[N:16]=[CH:17][C:12]4[N:13]([C:9]([C:6]5[CH:7]=[CH:8][C:3]([C:1]#[N:2])=[CH:4][CH:5]=5)=[CH:10][N:11]=4)[CH:14]=3)=[CH:19][C:20]=2[F:40])=[O:23])[CH2:29][CH2:28]1. The catalyst class is: 157. (5) Reactant: [CH2:1]([O:8][C:9]([N:11]1[CH2:16][CH2:15][CH:14]([CH:17]=[O:18])[CH2:13][CH2:12]1)=[O:10])[C:2]1[CH:7]=[CH:6][CH:5]=[CH:4][CH:3]=1.[Cr](Cl)([O-])(=O)=O.[NH+]1C=CC=CC=1. Product: [CH2:1]([O:8][C:9]([N:11]1[CH2:16][CH2:15][CH:14]([CH2:17][OH:18])[CH2:13][CH2:12]1)=[O:10])[C:2]1[CH:7]=[CH:6][CH:5]=[CH:4][CH:3]=1. The catalyst class is: 2. (6) Reactant: [F:1][C:2]([F:27])([F:26])[C:3]([N:5]1[CH2:10][CH2:9][CH2:8][C@@H:7]2[C:11]3[CH:12]=[C:13](OS(C(F)(F)F)(=O)=O)[CH:14]=[CH:15][C:16]=3[CH2:17][C@H:6]12)=[O:4].[CH3:28]B1OB(C)OB(C)O1.[O-]P([O-])([O-])=O.[K+].[K+].[K+]. Product: [F:1][C:2]([F:27])([F:26])[C:3]([N:5]1[CH2:10][CH2:9][CH2:8][C@@H:7]2[C:11]3[CH:12]=[C:13]([CH3:28])[CH:14]=[CH:15][C:16]=3[CH2:17][C@H:6]12)=[O:4]. The catalyst class is: 203. (7) Reactant: C[O:2][C:3](=O)[CH2:4][N:5]1[CH2:14][CH2:13][C:12]2[N:11]([CH2:15][C:16]3[CH:21]=[CH:20][CH:19]=[CH:18][CH:17]=3)[N:10]=[C:9]([C:22]3[CH:27]=[CH:26][C:25]([Cl:28])=[CH:24][CH:23]=3)[C:8]=2[CH2:7][CH2:6]1.[H-].[Al+3].[Li+].[H-].[H-].[H-]. Product: [CH2:15]([N:11]1[C:12]2[CH2:13][CH2:14][N:5]([CH2:4][CH2:3][OH:2])[CH2:6][CH2:7][C:8]=2[C:9]([C:22]2[CH:27]=[CH:26][C:25]([Cl:28])=[CH:24][CH:23]=2)=[N:10]1)[C:16]1[CH:21]=[CH:20][CH:19]=[CH:18][CH:17]=1. The catalyst class is: 1. (8) Reactant: Cl[C:2]1[N:3]=[CH:4][C:5]2[C:10]([C:11]([NH:13][CH2:14][C:15]3[C:16]([OH:23])=[N:17][C:18]([CH3:22])=[CH:19][C:20]=3[CH3:21])=[O:12])=[C:9]([CH3:24])[N:8]([C@@H:25]([C:27]3[CH:32]=[CH:31][CH:30]=[CH:29][CH:28]=3)[CH3:26])[C:6]=2[N:7]=1. Product: [OH:23][C:16]1[C:15]([CH2:14][NH:13][C:11]([C:10]2[C:5]3[CH:4]=[N:3][CH:2]=[N:7][C:6]=3[N:8]([C@@H:25]([C:27]3[CH:32]=[CH:31][CH:30]=[CH:29][CH:28]=3)[CH3:26])[C:9]=2[CH3:24])=[O:12])=[C:20]([CH3:21])[CH:19]=[C:18]([CH3:22])[N:17]=1. The catalyst class is: 129.